This data is from Forward reaction prediction with 1.9M reactions from USPTO patents (1976-2016). The task is: Predict the product of the given reaction. (1) Given the reactants [OH:1][CH2:2][C@H:3]1[NH:8][CH2:7][CH2:6][N:5]([C:9]([O:11][C:12]([CH3:15])([CH3:14])[CH3:13])=[O:10])[CH2:4]1.C(N(CC)CC)C.[F:23][C:24]([F:35])([F:34])[C:25](O[C:25](=[O:26])[C:24]([F:35])([F:34])[F:23])=[O:26], predict the reaction product. The product is: [OH:1][CH2:2][C@H:3]1[N:8]([C:25](=[O:26])[C:24]([F:35])([F:34])[F:23])[CH2:7][CH2:6][N:5]([C:9]([O:11][C:12]([CH3:15])([CH3:14])[CH3:13])=[O:10])[CH2:4]1. (2) Given the reactants [C:1]([CH:5]1[CH2:10][CH2:9][C:8]([C:11]2[C:12]([N+:23]([O-])=O)=[CH:13][C:14]3[O:19][CH2:18][C:17](=[O:20])[N:16]([CH3:21])[C:15]=3[CH:22]=2)=[CH:7][CH2:6]1)([CH3:4])([CH3:3])[CH3:2].O1CCCC1, predict the reaction product. The product is: [NH2:23][C:12]1[C:11]([CH:8]2[CH2:9][CH2:10][CH:5]([C:1]([CH3:4])([CH3:3])[CH3:2])[CH2:6][CH2:7]2)=[CH:22][C:15]2[N:16]([CH3:21])[C:17](=[O:20])[CH2:18][O:19][C:14]=2[CH:13]=1.